This data is from Cav3 T-type calcium channel HTS with 100,875 compounds. The task is: Binary Classification. Given a drug SMILES string, predict its activity (active/inactive) in a high-throughput screening assay against a specified biological target. (1) The drug is S(c1cc(ccc1)C(F)(F)F)CC(=O)NC(=O)NCc1occc1. The result is 1 (active). (2) The drug is o1c(C2N(C(=O)c3n[nH]c(c23)C)c2ccc(cc2)C(OCC)=O)ccc1. The result is 0 (inactive). (3) The result is 0 (inactive). The compound is ClCc1nc2n([nH]cc2C(OC)=O)c(=O)c1. (4) The molecule is Clc1c(c2noc(c2C(=O)Nc2ccc(CN3CCCC3)cc2)C)cccc1. The result is 0 (inactive). (5) The compound is O1c2c(C3(c4c(N(C3=O)C(=O)C)cccc4)C(=C1N)C#N)c(oc(c2)C)=O. The result is 0 (inactive). (6) The result is 0 (inactive). The compound is Brc1cc2n(c(c(c2cc1C(OC)=O)C(OCC)=O)C)C. (7) The compound is O(c1c(cc(cc1)C)C)c1nccc(OC)c1C#N. The result is 0 (inactive).